Dataset: Catalyst prediction with 721,799 reactions and 888 catalyst types from USPTO. Task: Predict which catalyst facilitates the given reaction. (1) Product: [Cl:1][C:2]1[C:3]([NH:19][CH:20]2[CH2:21][CH2:22][NH:23][CH2:24][CH2:25]2)=[N:4][C:5]([NH:8][C:9]2[CH:10]=[CH:11][C:12]3[C:16]([CH:17]=2)=[N:15][N:14]([CH3:18])[CH:13]=3)=[N:6][CH:7]=1. Reactant: [Cl:1][C:2]1[C:3]([NH:19][CH:20]2[CH2:25][CH2:24][N:23](C(OC(C)(C)C)=O)[CH2:22][CH2:21]2)=[N:4][C:5]([NH:8][C:9]2[CH:10]=[CH:11][C:12]3[C:16]([CH:17]=2)=[N:15][N:14]([CH3:18])[CH:13]=3)=[N:6][CH:7]=1.Cl. The catalyst class is: 317. (2) Reactant: [CH3:1][N:2]([CH2:4][C@H:5]([N:27]1[C:35]([C:36]2[CH:41]=[CH:40][CH:39]=[CH:38][CH:37]=2)=[C:34]2[C:29]([N:30]([CH3:45])[C:31](=[O:44])[N:32]([CH3:43])[C:33]2=[O:42])=[CH:28]1)[CH2:6][S:7]C(C1C=CC=CC=1)(C1C=CC=CC=1)C1C=CC=CC=1)[CH3:3].C(O)(C(F)(F)F)=O.C([SiH](CC)CC)C. Product: [CH3:1][N:2]([CH3:3])[CH2:4][C@H:5]([N:27]1[C:35]([C:36]2[CH:41]=[CH:40][CH:39]=[CH:38][CH:37]=2)=[C:34]2[C:29]([N:30]([CH3:45])[C:31](=[O:44])[N:32]([CH3:43])[C:33]2=[O:42])=[CH:28]1)[CH2:6][SH:7]. The catalyst class is: 2. (3) Reactant: Cl.Cl.[C:3]([C:7]1[CH:12]=[CH:11][CH:10]=[CH:9][C:8]=1[N:13]1[CH2:18][CH2:17][NH:16][CH2:15][CH2:14]1)([CH3:6])([CH3:5])[CH3:4].[O:19]=[C:20]1[NH:24][CH:23]([CH2:25][C:26](O)=[O:27])[C:22](=[O:29])[NH:21]1.CCN=C=NCCCN(C)C.C1C=CC2N(O)N=NC=2C=1.C(N(CC)CC)C.[Cl-].[NH4+]. Product: [C:3]([C:7]1[CH:12]=[CH:11][CH:10]=[CH:9][C:8]=1[N:13]1[CH2:18][CH2:17][N:16]([C:26](=[O:27])[CH2:25][CH:23]2[NH:24][C:20](=[O:19])[NH:21][C:22]2=[O:29])[CH2:15][CH2:14]1)([CH3:6])([CH3:4])[CH3:5]. The catalyst class is: 3. (4) Reactant: Br[C:2]1[C:3]2[C:7]([CH:8]=[CH:9][C:10]=1[F:11])=[N:6][N:5]1[C:12]([CH:17]3[CH2:22][CH2:21][N:20]([C:23]([O:25][C:26]([CH3:29])([CH3:28])[CH3:27])=[O:24])[CH2:19][CH2:18]3)=[CH:13][C:14](=[O:16])[NH:15][C:4]=21.[F:30][C:31]1[CH:36]=[CH:35][CH:34]=[CH:33][C:32]=1B(O)O.P([O-])([O-])([O-])=O.[K+].[K+].[K+]. Product: [F:11][C:10]1[CH:9]=[CH:8][C:7]2[C:3](=[C:4]3[NH:15][C:14](=[O:16])[CH:13]=[C:12]([CH:17]4[CH2:22][CH2:21][N:20]([C:23]([O:25][C:26]([CH3:29])([CH3:28])[CH3:27])=[O:24])[CH2:19][CH2:18]4)[N:5]3[N:6]=2)[C:2]=1[C:32]1[CH:33]=[CH:34][CH:35]=[CH:36][C:31]=1[F:30]. The catalyst class is: 54. (5) The catalyst class is: 87. Product: [CH2:1]([N:9]1[CH:13]=[C:12]([C:14]2[C:22]3[C:17](=[N:18][CH:19]=[C:20]([C:23]4[CH:24]=[N:25][N:26]([CH:28]5[CH2:33][CH2:32][N:31]([C:34]([O:36][C:37]([CH3:40])([CH3:39])[CH3:38])=[O:35])[CH2:30][CH2:29]5)[CH:27]=4)[CH:21]=3)[NH:16][CH:15]=2)[CH:11]=[N:10]1)[CH2:2][C:3]1[CH:8]=[CH:7][CH:6]=[CH:5][CH:4]=1. Reactant: [CH2:1]([N:9]1[CH:13]=[C:12]([C:14]2[C:22]3[C:17](=[N:18][CH:19]=[C:20]([C:23]4[CH:24]=[N:25][N:26]([CH:28]5[CH2:33][CH2:32][N:31]([C:34]([O:36][C:37]([CH3:40])([CH3:39])[CH3:38])=[O:35])[CH2:30][CH2:29]5)[CH:27]=4)[CH:21]=3)[N:16](S(C3C=CC(C)=CC=3)(=O)=O)[CH:15]=2)[CH:11]=[N:10]1)[CH2:2][C:3]1[CH:8]=[CH:7][CH:6]=[CH:5][CH:4]=1.[OH-].[Li+]. (6) Reactant: CC(OC([N:8]1[CH2:13][CH2:12][CH:11]([CH2:14][C:15]2[CH:16]=[C:17]([CH:21]=[CH:22][CH:23]=2)[C:18]([OH:20])=O)[CH2:10][CH2:9]1)=O)(C)C.[NH2:24][CH2:25][C:26]1[S:30][C:29]([C:31]2[CH:32]=[C:33]([CH2:37][N:38]3[CH2:43][CH2:42][N:41](C(OC(C)(C)C)=O)[C@@H:40]([CH3:51])[CH2:39]3)[CH:34]=[CH:35][CH:36]=2)=[CH:28][CH:27]=1.C(Cl)CCl.C1C=CC2N(O)N=NC=2C=1.C([O-])([O-])=O.[Na+].[Na+].C(O)(C(F)(F)F)=O. Product: [CH3:51][C@@H:40]1[NH:41][CH2:42][CH2:43][N:38]([CH2:37][C:33]2[CH:32]=[C:31]([C:29]3[S:30][C:26]([CH2:25][NH:24][C:18](=[O:20])[C:17]4[CH:21]=[CH:22][CH:23]=[C:15]([CH2:14][CH:11]5[CH2:10][CH2:9][NH:8][CH2:13][CH2:12]5)[CH:16]=4)=[CH:27][CH:28]=3)[CH:36]=[CH:35][CH:34]=2)[CH2:39]1. The catalyst class is: 22. (7) Reactant: [O:1]=[C:2]1[O:6][N:5]=[C:4]([C:7]2[CH:12]=[CH:11][CH:10]=[CH:9][C:8]=2[C:13]2[CH:18]=[CH:17][C:16]([CH2:19][C:20]3[C:21](=[O:43])[N:22]([C@H:32]4[CH2:37][CH2:36][C@H:35]([O:38][CH2:39][C:40](=O)[CH3:41])[CH2:34][CH2:33]4)[C:23]4[N:24]([N:29]=[CH:30][N:31]=4)[C:25]=3[CH2:26][CH2:27][CH3:28])=[CH:15][CH:14]=2)[NH:3]1.Cl.[NH2:45][O:46][CH3:47].N1C=CC=CC=1.Cl. Product: [CH3:47][O:46]/[N:45]=[C:40](\[CH3:41])/[CH2:39][O:38][C@H:35]1[CH2:34][CH2:33][C@H:32]([N:22]2[C:21](=[O:43])[C:20]([CH2:19][C:16]3[CH:17]=[CH:18][C:13]([C:8]4[CH:9]=[CH:10][CH:11]=[CH:12][C:7]=4[C:4]4[NH:3][C:2](=[O:1])[O:6][N:5]=4)=[CH:14][CH:15]=3)=[C:25]([CH2:26][CH2:27][CH3:28])[N:24]3[N:29]=[CH:30][N:31]=[C:23]23)[CH2:37][CH2:36]1. The catalyst class is: 69.